Predict the product of the given reaction. From a dataset of Forward reaction prediction with 1.9M reactions from USPTO patents (1976-2016). (1) Given the reactants [P:1](Cl)([Cl:4])([Cl:3])=[O:2].[CH3:6][CH:7]([CH:13]([CH2:16][CH2:17][CH:18]([CH3:24])[CH2:19][C:20]([CH3:23])([CH3:22])[CH3:21])[CH2:14][OH:15])[CH2:8][C:9]([CH3:12])([CH3:11])[CH3:10].C(N(CC)CC)C, predict the reaction product. The product is: [P:1]([Cl:4])([Cl:3])([O:15][CH2:14][CH:13]([CH:7]([CH3:6])[CH2:8][C:9]([CH3:10])([CH3:11])[CH3:12])[CH2:16][CH2:17][CH:18]([CH3:24])[CH2:19][C:20]([CH3:22])([CH3:21])[CH3:23])=[O:2]. (2) The product is: [CH3:26][O:25][C:20]1[CH:21]=[CH:22][CH:23]=[CH:24][C:19]=1[CH2:18][NH:17][C:13]1[C:12]2[N:11]([N:10]=[C:9]([NH:1][C:2]3[CH:3]=[N:4][CH:5]=[CH:6][CH:7]=3)[N:27]=2)[CH:16]=[CH:15][CH:14]=1. Given the reactants [NH2:1][C:2]1[CH:3]=[N:4][CH:5]=[CH:6][CH:7]=1.Cl[C:9]1[N:27]=[C:12]2[C:13]([NH:17][CH2:18][C:19]3[CH:24]=[CH:23][CH:22]=[CH:21][C:20]=3[O:25][CH3:26])=[CH:14][CH:15]=[CH:16][N:11]2[N:10]=1, predict the reaction product. (3) Given the reactants Cl[CH2:2][CH2:3][CH2:4][N:5]1[C:9]2[CH:10]=[CH:11][C:12]([N+:14]([O-:16])=[O:15])=[CH:13][C:8]=2[O:7][C:6]1=[O:17], predict the reaction product. The product is: [CH:8]([O:7][C:6]([N:5]1[C:9]2[CH:10]=[CH:11][C:12]([N+:14]([O-:16])=[O:15])=[CH:13][C:8]=2[O:7][CH2:2][CH2:3][CH2:4]1)=[O:17])([CH3:13])[CH3:9].